Task: Predict the reactants needed to synthesize the given product.. Dataset: Retrosynthesis with 50K atom-mapped reactions and 10 reaction types from USPTO Given the product COC[C@H](C)Oc1cc(Oc2cnc(S(C)(=O)=O)cn2)cc(-c2ccc(C(=O)O)[nH]2)c1, predict the reactants needed to synthesize it. The reactants are: COC[C@H](C)Oc1cc(Oc2cnc(S(C)(=O)=O)cn2)cc(-c2ccc(C(=O)OCc3ccccc3)[nH]2)c1.